From a dataset of TCR-epitope binding with 47,182 pairs between 192 epitopes and 23,139 TCRs. Binary Classification. Given a T-cell receptor sequence (or CDR3 region) and an epitope sequence, predict whether binding occurs between them. The epitope is WICLLQFAY. The TCR CDR3 sequence is CASSDTGGNQPQHF. Result: 1 (the TCR binds to the epitope).